From a dataset of Forward reaction prediction with 1.9M reactions from USPTO patents (1976-2016). Predict the product of the given reaction. (1) Given the reactants [CH3:1][O:2][C:3]1[CH:4]=[C:5]([N:11]=[C:12]=S)[CH:6]=[CH:7][C:8]=1OC.[NH2:14][C:15]1[CH:16]=[C:17]([CH:29]=[CH:30][C:31]=1[NH:32][CH2:33][CH2:34][CH2:35][N:36]([CH2:38][C:39]1[CH:44]=[CH:43][CH:42]=[CH:41][CH:40]=1)[CH3:37])[C:18]([N:20]([CH2:25][CH:26]([CH3:28])[CH3:27])[CH2:21][CH:22]([CH3:24])[CH3:23])=[O:19].N.[ClH:46].[O:47]1CCC[CH2:48]1, predict the reaction product. The product is: [ClH:46].[CH2:38]([N:36]([CH3:37])[CH2:35][CH2:34][CH2:33][N:32]1[C:31]2[CH:30]=[CH:29][C:17]([C:18]([N:20]([CH2:21][CH:22]([CH3:23])[CH3:24])[CH2:25][CH:26]([CH3:27])[CH3:28])=[O:19])=[CH:16][C:15]=2[N:14]=[C:12]1[NH:11][C:5]1[CH:6]=[C:7]([O:47][CH3:48])[CH:8]=[C:3]([O:2][CH3:1])[CH:4]=1)[C:39]1[CH:44]=[CH:43][CH:42]=[CH:41][CH:40]=1. (2) Given the reactants Br[C:2]1[C:3]([CH3:26])=[C:4]([CH2:16][N:17]([CH3:25])[C:18](=[O:24])[O:19][C:20]([CH3:23])([CH3:22])[CH3:21])[S:5][C:6]=1[S:7]([C:10]1[CH:15]=[CH:14][CH:13]=[CH:12][CH:11]=1)(=[O:9])=[O:8].[F:27][C:28]1[C:33](B(O)O)=[CH:32][CH:31]=[CH:30][N:29]=1.C(=O)([O-])[O-].[Na+].[Na+].COCCOC, predict the reaction product. The product is: [F:27][C:28]1[C:33]([C:2]2[C:3]([CH3:26])=[C:4]([CH2:16][N:17]([CH3:25])[C:18](=[O:24])[O:19][C:20]([CH3:23])([CH3:21])[CH3:22])[S:5][C:6]=2[S:7]([C:10]2[CH:11]=[CH:12][CH:13]=[CH:14][CH:15]=2)(=[O:8])=[O:9])=[CH:32][CH:31]=[CH:30][N:29]=1. (3) Given the reactants [Cl:1][C:2]1[CH:7]=[CH:6][C:5]([CH2:8][N:9]2[CH2:14][CH2:13][NH:12][CH2:11][CH2:10]2)=[C:4]([N:15]2[CH2:20][CH2:19][N:18]3[N:21]=[CH:22][N:23]=[C:17]3[CH2:16]2)[CH:3]=1.[C:24](=O)([O:33]N1C(=O)CCC1=O)[O:25][N:26]1[C:30](=[O:31])[CH2:29][CH2:28][C:27]1=[O:32].C(N(CC)CC)C, predict the reaction product. The product is: [Cl:1][C:2]1[CH:7]=[CH:6][C:5]([CH2:8][N:9]2[CH2:10][CH2:11][N:12]([C:24]([O:25][N:26]3[C:30](=[O:31])[CH2:29][CH2:28][C:27]3=[O:32])=[O:33])[CH2:13][CH2:14]2)=[C:4]([N:15]2[CH2:20][CH2:19][N:18]3[N:21]=[CH:22][N:23]=[C:17]3[CH2:16]2)[CH:3]=1. (4) The product is: [CH3:26][O:27][C:28]1[CH:29]=[C:30]([N:34]2[CH2:39][CH2:38][N:37]([C:10]3[N:9]([C:5]4[CH:6]=[CH:7][CH:8]=[C:3]([C:2]([F:24])([F:1])[F:25])[CH:4]=4)[CH:18]([CH2:19][C:20]([O:22][CH3:23])=[O:21])[C:13]4[CH:14]=[N:15][CH:16]=[CH:17][C:12]=4[N:11]=3)[CH2:36][CH2:35]2)[CH:31]=[CH:32][CH:33]=1. Given the reactants [F:1][C:2]([F:25])([F:24])[C:3]1[CH:4]=[C:5]([N:9]=[C:10]=[N:11][C:12]2[CH:17]=[CH:16][N:15]=[CH:14][C:13]=2/[CH:18]=[CH:19]/[C:20]([O:22][CH3:23])=[O:21])[CH:6]=[CH:7][CH:8]=1.[CH3:26][O:27][C:28]1[CH:29]=[C:30]([N:34]2[CH2:39][CH2:38][NH:37][CH2:36][CH2:35]2)[CH:31]=[CH:32][CH:33]=1, predict the reaction product. (5) Given the reactants [C:1]([OH:12])(=[O:11])[CH:2]([C:5]1[CH:10]=[CH:9][CH:8]=[CH:7][CH:6]=1)[CH2:3][OH:4].COC1C=CC2C(=C([C@@H](O)[C@H]3N4C[C@H](C=C)[C@@H](CC4)C3)C=CN=2)C=1, predict the reaction product. The product is: [OH:4][CH2:3][C@@H:2]([C:5]1[CH:10]=[CH:9][CH:8]=[CH:7][CH:6]=1)[C:1]([OH:12])=[O:11].